Dataset: Catalyst prediction with 721,799 reactions and 888 catalyst types from USPTO. Task: Predict which catalyst facilitates the given reaction. (1) Reactant: [Si:1]([O:8][CH2:9][C:10]1[N:11]([CH3:24])[C:12]2[C:17]([CH:18]=1)=[CH:16][C:15]1[C:19](=O)[CH2:20][CH2:21][CH2:22][C:14]=1[CH:13]=2)([C:4]([CH3:7])([CH3:6])[CH3:5])([CH3:3])[CH3:2].[CH3:25][O:26][C:27]1[CH:34]=[C:33]([O:35][CH3:36])[CH:32]=[CH:31][C:28]=1[CH2:29][NH2:30].CCN(CC)CC. Product: [Si:1]([O:8][CH2:9][C:10]1[N:11]([CH3:24])[C:12]2[C:17]([CH:18]=1)=[CH:16][C:15]1[C:19](=[N:30][CH2:29][C:28]3[CH:31]=[CH:32][C:33]([O:35][CH3:36])=[CH:34][C:27]=3[O:26][CH3:25])[CH2:20][CH2:21][CH2:22][C:14]=1[CH:13]=2)([C:4]([CH3:5])([CH3:7])[CH3:6])([CH3:2])[CH3:3]. The catalyst class is: 388. (2) Reactant: C([C@@H]1COC(=O)N1[C:14](=[O:24])[C@@H:15]([C:17]1[CH:22]=[CH:21][C:20]([Br:23])=[CH:19][CH:18]=1)[CH3:16])C1C=CC=CC=1.OO.[Li+].[OH-].[O-:29]S([O-])=O.[Na+].[Na+]. Product: [Br:23][C:20]1[CH:19]=[CH:18][C:17]([C@@H:15]([CH3:16])[C:14]([OH:24])=[O:29])=[CH:22][CH:21]=1. The catalyst class is: 1. (3) Reactant: [F:1][C:2]1[CH:7]=[CH:6][C:5]([C:8]2[S:12][CH:11]([C:13]3[CH:18]=[CH:17][CH:16]=[C:15]([O:19][Si](C(C)C)(C(C)C)C(C)C)[C:14]=3[O:30][CH3:31])[N:10]([C:32]([C:34]3[C:39]([F:40])=[CH:38][C:37]([F:41])=[CH:36][C:35]=3[F:42])=[O:33])[N:9]=2)=[CH:4][CH:3]=1.[F-].C([N+](CCCC)(CCCC)CCCC)CCC.[CH3:61][O:62][C:63](=[O:72])[C:64]1[CH:69]=[CH:68][CH:67]=[C:66]([CH2:70]Br)[CH:65]=1. Product: [CH3:61][O:62][C:63](=[O:72])[C:64]1[CH:69]=[CH:68][CH:67]=[C:66]([CH2:70][O:19][C:15]2[CH:16]=[CH:17][CH:18]=[C:13]([CH:11]3[N:10]([C:32](=[O:33])[C:34]4[C:35]([F:42])=[CH:36][C:37]([F:41])=[CH:38][C:39]=4[F:40])[N:9]=[C:8]([C:5]4[CH:6]=[CH:7][C:2]([F:1])=[CH:3][CH:4]=4)[S:12]3)[C:14]=2[O:30][CH3:31])[CH:65]=1. The catalyst class is: 10. (4) Product: [C:6]([O:8][CH2:9][CH2:10][OH:11])(=[O:7])[C:5]1[CH:4]=[CH:3][C:2]([C:1]([O:15][CH2:16][CH2:17][OH:18])=[O:14])=[CH:13][CH:12]=1.[P:19]([Cl:25])([Cl:24])(=[O:23])[O:20][CH2:21][CH3:22]. Reactant: [C:1]([O:15][CH2:16][CH2:17][OH:18])(=[O:14])[C:2]1[CH:13]=[CH:12][C:5]([C:6]([O:8][CH2:9][CH2:10][OH:11])=[O:7])=[CH:4][CH:3]=1.[P:19]([Cl:25])([Cl:24])(=[O:23])[O:20][CH2:21][CH3:22]. The catalyst class is: 143. (5) Reactant: FC(F)(F)C(O)=O.[NH2:8][CH:9]([CH2:14][C:15]1[CH:20]=[CH:19][C:18]([O:21][CH2:22][CH2:23][N:24]2[C:28]3[CH:29]=[CH:30][C:31]([C:33](=[O:40])[C:34]4[CH:39]=[CH:38][CH:37]=[CH:36][CH:35]=4)=[CH:32][C:27]=3[S:26][C:25]2=[O:41])=[CH:17][CH:16]=1)[C:10]([O:12][CH3:13])=[O:11].C(N(CC)CC)C.Cl[C:50]([O:52][CH2:53][CH2:54][CH2:55][CH3:56])=[O:51]. Product: [C:33]([C:31]1[CH:30]=[CH:29][C:28]2[N:24]([CH2:23][CH2:22][O:21][C:18]3[CH:17]=[CH:16][C:15]([CH2:14][CH:9]([NH:8][C:50]([O:52][CH2:53][CH2:54][CH2:55][CH3:56])=[O:51])[C:10]([O:12][CH3:13])=[O:11])=[CH:20][CH:19]=3)[C:25](=[O:41])[S:26][C:27]=2[CH:32]=1)(=[O:40])[C:34]1[CH:35]=[CH:36][CH:37]=[CH:38][CH:39]=1. The catalyst class is: 13. (6) Reactant: [C:1]([C:3]1[CH:4]=[C:5]([C:13]([O:15]C(C)C)=[O:14])[CH:6]=[N:7][C:8]=1[O:9][CH:10]([CH3:12])[CH3:11])#[N:2].[OH-].[Na+]. Product: [C:1]([C:3]1[CH:4]=[C:5]([C:13]([OH:15])=[O:14])[CH:6]=[N:7][C:8]=1[O:9][CH:10]([CH3:12])[CH3:11])#[N:2]. The catalyst class is: 8. (7) Reactant: [CH3:1][NH:2][S:3]([C:6]1[CH:7]=[C:8]2[C:12](=[CH:13][CH:14]=1)[NH:11][C:10](=[O:15])[CH2:9]2)(=[O:5])=[O:4].[O:16]=[C:17]1[C:22]2=[CH:23][NH:24][C:25]([CH:26]=O)=[C:21]2[CH2:20][CH2:19][NH:18]1.N1CCCCC1. Product: [CH3:1][NH:2][S:3]([C:6]1[CH:7]=[C:8]2[C:12](=[CH:13][CH:14]=1)[NH:11][C:10](=[O:15])[C:9]2=[CH:26][C:25]1[NH:24][CH:23]=[C:22]2[C:21]=1[CH2:20][CH2:19][NH:18][C:17]2=[O:16])(=[O:5])=[O:4]. The catalyst class is: 8. (8) Reactant: [F:1][C:2]1[CH:3]=[C:4]([CH2:9][C:10]([C:12]2[CH:17]=[CH:16][CH:15]=[CH:14][C:13]=2[OH:18])=[O:11])[CH:5]=[C:6]([F:8])[CH:7]=1.[C:19](OC(=O)CC)(=O)[CH2:20][CH3:21].Cl. Product: [F:1][C:2]1[CH:3]=[C:4]([C:9]2[C:10](=[O:11])[C:12]3[C:13](=[CH:14][CH:15]=[CH:16][CH:17]=3)[O:18][C:19]=2[CH2:20][CH3:21])[CH:5]=[C:6]([F:8])[CH:7]=1. The catalyst class is: 66. (9) Reactant: [Cr](Cl)([O-])(=O)=[O:2].[NH+]1C=CC=CC=1.[Br:12][CH2:13][CH2:14][CH2:15][CH2:16][CH2:17][CH2:18][CH2:19][CH2:20][CH2:21][OH:22]. Product: [Br:12][CH2:13][CH2:14][CH2:15][CH2:16][CH2:17][CH2:18][CH2:19][CH2:20][C:21]([OH:2])=[O:22]. The catalyst class is: 2. (10) Reactant: [Si]([N:8]1[CH:12]=[CH:11][N:10]=[C:9]1[C:13]([C:21]1[C:29]2[N:28]=[C:27]([CH:30]3[CH2:32][CH2:31]3)[NH:26][C:25]=2[CH:24]=[C:23]([C:33]2[C:34]([CH3:39])=[N:35][O:36][C:37]=2[CH3:38])[CH:22]=1)([C:15]1[CH:20]=[CH:19][CH:18]=[CH:17][N:16]=1)[OH:14])(C(C)(C)C)(C)C.CCCC[N+](CCCC)(CCCC)CCCC.[F-]. The catalyst class is: 1. Product: [CH:30]1([C:27]2[NH:26][C:25]3[CH:24]=[C:23]([C:33]4[C:34]([CH3:39])=[N:35][O:36][C:37]=4[CH3:38])[CH:22]=[C:21]([C:13]([C:9]4[NH:8][CH:12]=[CH:11][N:10]=4)([C:15]4[CH:20]=[CH:19][CH:18]=[CH:17][N:16]=4)[OH:14])[C:29]=3[N:28]=2)[CH2:31][CH2:32]1.